Dataset: Forward reaction prediction with 1.9M reactions from USPTO patents (1976-2016). Task: Predict the product of the given reaction. Given the reactants Br[C:2]1[CH:7]=[CH:6][C:5]([CH2:8][C:9]([O:11][CH3:12])=[O:10])=[C:4]([Cl:13])[CH:3]=1.[F:14][C:15]1[C:20](B(O)O)=[CH:19][CH:18]=[CH:17][N:16]=1.C(O[K])(C)=O, predict the reaction product. The product is: [Cl:13][C:4]1[CH:3]=[C:2]([C:20]2[C:15]([F:14])=[N:16][CH:17]=[CH:18][CH:19]=2)[CH:7]=[CH:6][C:5]=1[CH2:8][C:9]([O:11][CH3:12])=[O:10].